This data is from Full USPTO retrosynthesis dataset with 1.9M reactions from patents (1976-2016). The task is: Predict the reactants needed to synthesize the given product. (1) Given the product [Br:8][C:6]1[N:7]=[C:2]([O:16][C:10]2[CH:15]=[CH:14][CH:13]=[CH:12][CH:11]=2)[C:3]([NH2:9])=[N:4][CH:5]=1, predict the reactants needed to synthesize it. The reactants are: Br[C:2]1[C:3]([NH2:9])=[N:4][CH:5]=[C:6]([Br:8])[N:7]=1.[C:10]1([OH:16])[CH:15]=[CH:14][CH:13]=[CH:12][CH:11]=1.C(=O)([O-])[O-].[K+].[K+]. (2) Given the product [C:1]([O:5][C:6]([NH:8][C@H:9]([CH2:31][C:32]1[CH:33]=[CH:34][C:35]([Cl:38])=[CH:36][CH:37]=1)[C:10]([N:12]1[CH2:13][CH2:14][N:15]([C:18]2[C:23]([C:24]([OH:26])=[O:25])=[CH:22][N:21]=[C:20]3[NH:28][CH:29]=[CH:30][C:19]=23)[CH2:16][CH2:17]1)=[O:11])=[O:7])([CH3:4])([CH3:2])[CH3:3], predict the reactants needed to synthesize it. The reactants are: [C:1]([O:5][C:6]([NH:8][C@H:9]([CH2:31][C:32]1[CH:37]=[CH:36][C:35]([Cl:38])=[CH:34][CH:33]=1)[C:10]([N:12]1[CH2:17][CH2:16][N:15]([C:18]2[C:23]([C:24]([O:26]C)=[O:25])=[CH:22][N:21]=[C:20]3[NH:28][CH:29]=[CH:30][C:19]=23)[CH2:14][CH2:13]1)=[O:11])=[O:7])([CH3:4])([CH3:3])[CH3:2].C1COCC1.[Li+].[OH-]. (3) Given the product [NH:20]1[C:24]2[CH:25]=[CH:26][CH:27]=[CH:28][C:23]=2[N:22]=[C:21]1[C:29]1([C:35]#[N:36])[CH2:30][CH2:31][N:32]([C:11]2[N:19]=[CH:18][N:17]=[C:16]3[C:12]=2[N:13]=[CH:14][NH:15]3)[CH2:33][CH2:34]1, predict the reactants needed to synthesize it. The reactants are: C(N(C(C)C)C(C)C)C.Cl[C:11]1[N:19]=[CH:18][N:17]=[C:16]2[C:12]=1[N:13]=[CH:14][NH:15]2.[NH:20]1[C:24]2[CH:25]=[CH:26][CH:27]=[CH:28][C:23]=2[N:22]=[C:21]1[C:29]1([C:35]#[N:36])[CH2:34][CH2:33][NH:32][CH2:31][CH2:30]1. (4) The reactants are: [CH:1]1([C:7]2([CH3:14])[C:11](=[O:12])[NH:10][N:9]=[C:8]2[CH3:13])[CH2:6][CH2:5][CH2:4][CH2:3][CH2:2]1.Br.Br[CH2:17][C:18]([C:20]1[CH:21]=[N:22][CH:23]=[CH:24][CH:25]=1)=[O:19]. Given the product [CH:1]1([C:7]2([CH3:14])[C:11](=[O:12])[N:10]([CH2:17][C:18](=[O:19])[C:20]3[CH:21]=[N:22][CH:23]=[CH:24][CH:25]=3)[N:9]=[C:8]2[CH3:13])[CH2:2][CH2:3][CH2:4][CH2:5][CH2:6]1, predict the reactants needed to synthesize it. (5) Given the product [C:12]([C:11]1[CH:14]=[C:7]([C:5]2[S:6][C:2]([C:22]3[C:23]([O:34][CH3:35])=[C:24]([CH2:26][CH2:27][CH2:28][C:29]([O:31][CH2:32][CH3:33])=[O:30])[CH:25]=[C:20]([F:19])[CH:21]=3)=[CH:3][N:4]=2)[CH:8]=[CH:9][C:10]=1[O:15][CH:16]([CH3:18])[CH3:17])#[N:13], predict the reactants needed to synthesize it. The reactants are: Br[C:2]1[S:6][C:5]([C:7]2[CH:8]=[CH:9][C:10]([O:15][CH:16]([CH3:18])[CH3:17])=[C:11]([CH:14]=2)[C:12]#[N:13])=[N:4][CH:3]=1.[F:19][C:20]1[CH:21]=[C:22](B2OC(C)(C)C(C)(C)O2)[C:23]([O:34][CH3:35])=[C:24]([CH2:26][CH2:27][CH2:28][C:29]([O:31][CH2:32][CH3:33])=[O:30])[CH:25]=1.P([O-])([O-])([O-])=O.[K+].[K+].[K+].O. (6) Given the product [CH:16]1([C:14]([NH:13][C:9]2[CH:8]=[C:7]([O:6][C:5]3[CH:19]=[CH:20][C:2]([NH:1][C:29](=[O:30])[O:31][C:32]4[CH:37]=[CH:36][CH:35]=[CH:34][CH:33]=4)=[C:3]([F:21])[CH:4]=3)[CH:12]=[CH:11][N:10]=2)=[O:15])[CH2:18][CH2:17]1, predict the reactants needed to synthesize it. The reactants are: [NH2:1][C:2]1[CH:20]=[CH:19][C:5]([O:6][C:7]2[CH:12]=[CH:11][N:10]=[C:9]([NH:13][C:14]([CH:16]3[CH2:18][CH2:17]3)=[O:15])[CH:8]=2)=[CH:4][C:3]=1[F:21].N1C=CC=CC=1.Cl[C:29]([O:31][C:32]1[CH:37]=[CH:36][CH:35]=[CH:34][CH:33]=1)=[O:30].CCOC(C)=O. (7) Given the product [OH2:18].[OH2:33].[CH3:31][S:32]([OH:35])(=[O:34])=[O:33].[CH2:4]([C:5]1[N:9]([CH2:10][C:11]2[CH:16]=[CH:15][C:14]([C:17]([OH:19])=[O:18])=[CH:13][CH:12]=2)[C:8](/[CH:20]=[C:21](\[CH2:22][C:23]2[S:27][CH:26]=[CH:25][CH:24]=2)/[C:28]([OH:30])=[O:29])=[CH:7][N:6]=1)[CH2:3][CH2:2][CH3:1], predict the reactants needed to synthesize it. The reactants are: [CH3:1][CH2:2][CH2:3][CH2:4][C:5]1[N:9]([CH2:10][C:11]2[CH:12]=[CH:13][C:14]([C:17]([OH:19])=[O:18])=[CH:15][CH:16]=2)[C:8](/[CH:20]=[C:21](/[C:28]([OH:30])=[O:29])\[CH2:22][C:23]2[S:27][CH:26]=[CH:25][CH:24]=2)=[CH:7][N:6]=1.[CH3:31][S:32]([OH:35])(=[O:34])=[O:33]. (8) Given the product [CH3:1][O:2][C:3](=[O:66])[NH:4][CH:5]([C:6]([N:8]1[CH2:12][C:11]([F:13])([F:14])[CH2:10][CH:9]1[C:15]1[NH:16][C:17]([C:20]2[CH:21]=[CH:22][C:23]([C:26]3[CH:35]=[CH:34][C:33]4[C:28](=[CH:29][CH:30]=[C:31]([C:36]5[NH:37][C:38]([CH:41]6[CH2:45][CH2:44][CH2:43][N:42]6[C:46](=[O:59])[CH:47]([NH:54][C:55]([O:57][CH3:58])=[O:56])[C:48]6[CH:49]=[CH:50][CH:51]=[CH:52][CH:53]=6)=[N:39][CH:40]=5)[CH:32]=4)[CH:27]=3)=[CH:24][CH:25]=2)=[CH:18][N:19]=1)=[O:7])[CH:60]([CH3:65])[CH3:61], predict the reactants needed to synthesize it. The reactants are: [CH3:1][O:2][C:3](=[O:66])[NH:4][CH:5]([CH:60]1[CH2:65]COC[CH2:61]1)[C:6]([N:8]1[CH2:12][C:11]([F:14])([F:13])[CH2:10][CH:9]1[C:15]1[NH:16][C:17]([C:20]2[CH:25]=[CH:24][C:23]([C:26]3[CH:35]=[CH:34][C:33]4[C:28](=[CH:29][CH:30]=[C:31]([C:36]5[NH:37][C:38]([CH:41]6[CH2:45][CH2:44][CH2:43][N:42]6[C:46](=[O:59])[CH:47]([NH:54][C:55]([O:57][CH3:58])=[O:56])[C:48]6[CH:53]=[CH:52][CH:51]=[CH:50][CH:49]=6)=[N:39][CH:40]=5)[CH:32]=4)[CH:27]=3)=[CH:22][CH:21]=2)=[CH:18][N:19]=1)=[O:7].COC(NC(C1CCOCC1)C(O)=O)=O.